Predict the reactants needed to synthesize the given product. From a dataset of Full USPTO retrosynthesis dataset with 1.9M reactions from patents (1976-2016). (1) Given the product [NH2:31][C:27]1[N:28]=[CH:29][N:30]=[C:25]([C:22]2[CH:21]=[C:20]([C:18]3[CH:19]=[C:14]([Cl:13])[CH:15]=[CH:16][C:17]=3[CH3:32])[N:24]([C:5]([NH:35][CH3:34])=[O:11])[CH:23]=2)[CH:26]=1, predict the reactants needed to synthesize it. The reactants are: ClC(Cl)(O[C:5](=[O:11])OC(Cl)(Cl)Cl)Cl.[Cl:13][C:14]1[CH:15]=[CH:16][C:17]([CH3:32])=[C:18]([C:20]2[NH:24][CH:23]=[C:22]([C:25]3[N:30]=[CH:29][N:28]=[C:27]([NH2:31])[CH:26]=3)[CH:21]=2)[CH:19]=1.C[CH2:34][N:35](C(C)C)C(C)C.CN. (2) Given the product [CH3:1][O:2][C:3]1[CH:8]=[CH:7][C:6]([S:9]([N:12]2[C:20]3[C:15](=[CH:16][CH:17]=[CH:18][CH:19]=3)[CH2:14][CH:13]2[C:21]([NH:40][OH:39])=[O:23])(=[O:11])=[O:10])=[CH:5][CH:4]=1, predict the reactants needed to synthesize it. The reactants are: [CH3:1][O:2][C:3]1[CH:8]=[CH:7][C:6]([S:9]([N:12]2[C:20]3[C:15](=[CH:16][CH:17]=[CH:18][CH:19]=3)[CH2:14][CH:13]2[C:21]([OH:23])=O)(=[O:11])=[O:10])=[CH:5][CH:4]=1.ClC(OCC)=O.CN1CCOCC1.C[Si](C)(C)[O:39][NH2:40].C(O)(=O)CC(CC(O)=O)(C(O)=O)O. (3) Given the product [ClH:1].[NH2:9][C:8]1[CH:7]=[CH:6][C:5]([O:12][CH2:13][C:14]([O:16][CH3:17])=[O:15])=[CH:4][C:3]=1[F:2], predict the reactants needed to synthesize it. The reactants are: [ClH:1].[F:2][C:3]1[CH:4]=[C:5]([O:12][CH2:13][C:14]([O:16][CH3:17])=[O:15])[CH:6]=[CH:7][C:8]=1[N+:9]([O-])=O. (4) Given the product [C:15]([CH:13]1[CH2:14][C:11]2([CH2:18][CH2:19][N:8]([C:6]([O:5][C:1]([CH3:4])([CH3:3])[CH3:2])=[O:7])[CH2:9][CH2:10]2)[CH2:12]1)(=[O:16])[NH2:21], predict the reactants needed to synthesize it. The reactants are: [C:1]([O:5][C:6]([N:8]1[CH2:19][CH2:18][C:11]2([CH2:14][CH:13]([C:15](O)=[O:16])[CH2:12]2)[CH2:10][CH2:9]1)=[O:7])([CH3:4])([CH3:3])[CH3:2].C[N:21](C(ON1N=NC2C=CC=NC1=2)=[N+](C)C)C.F[P-](F)(F)(F)(F)F.CCN(C(C)C)C(C)C.N.CO. (5) The reactants are: [OH-].[Li+].[CH3:3][O:4][C:5]1[CH:10]=[CH:9][C:8]([N:11]2[C:15]([C:16]([O:18]C)=[O:17])=[CH:14][C:13]([S:20]([CH3:23])(=[O:22])=[O:21])=[N:12]2)=[CH:7][CH:6]=1. Given the product [CH3:3][O:4][C:5]1[CH:6]=[CH:7][C:8]([N:11]2[C:15]([C:16]([OH:18])=[O:17])=[CH:14][C:13]([S:20]([CH3:23])(=[O:22])=[O:21])=[N:12]2)=[CH:9][CH:10]=1, predict the reactants needed to synthesize it. (6) The reactants are: [Cl:1][C:2]1[CH:3]=[N:4][C:5]2[N:6]([N:8]=[C:9]([C:11]([OH:13])=O)[CH:10]=2)[CH:7]=1.[Br:14][C:15]1[N:16]=[C:17]2[N:22]([CH:23]=1)[CH2:21][CH2:20][NH:19][N:18]2[CH3:24]. Given the product [Br:14][C:15]1[N:16]=[C:17]2[N:22]([CH:23]=1)[CH2:21][CH2:20][N:19]([C:11]([C:9]1[CH:10]=[C:5]3[N:4]=[CH:3][C:2]([Cl:1])=[CH:7][N:6]3[N:8]=1)=[O:13])[N:18]2[CH3:24], predict the reactants needed to synthesize it. (7) The reactants are: CC(OI1(OC(C)=O)(OC(C)=O)OC(=O)C2C=CC=CC1=2)=O.[Br:23][C:24]1[CH:25]=[C:26]([CH:34]=[C:35]([CH:37]([OH:42])[C:38]([F:41])([F:40])[F:39])[CH:36]=1)[C:27]([O:29][C:30]([CH3:33])([CH3:32])[CH3:31])=[O:28].[O-]S([O-])(=S)=O.[Na+].[Na+].C([O-])(O)=O.[Na+]. Given the product [Br:23][C:24]1[CH:25]=[C:26]([CH:34]=[C:35]([C:37](=[O:42])[C:38]([F:40])([F:41])[F:39])[CH:36]=1)[C:27]([O:29][C:30]([CH3:33])([CH3:31])[CH3:32])=[O:28], predict the reactants needed to synthesize it.